From a dataset of Forward reaction prediction with 1.9M reactions from USPTO patents (1976-2016). Predict the product of the given reaction. (1) Given the reactants C(OC(N=NC(OC(C)C)=O)=O)(C)C.C1(P(C2C=CC=CC=2)C2C=CC=CC=2)C=CC=CC=1.[OH:34][C:35]1[CH:47]=[CH:46][C:38]([C:39]([C:41]2[CH:45]=[CH:44][O:43][N:42]=2)=[O:40])=[CH:37][CH:36]=1.[Cl:48][C:49]1[CH:59]=[C:58]([O:60][CH2:61][CH:62]=[C:63]([Cl:65])[Cl:64])[CH:57]=[C:56]([Cl:66])[C:50]=1[O:51][CH2:52][CH2:53][CH2:54]O, predict the reaction product. The product is: [Cl:48][C:49]1[CH:59]=[C:58]([O:60][CH2:61][CH:62]=[C:63]([Cl:65])[Cl:64])[CH:57]=[C:56]([Cl:66])[C:50]=1[O:51][CH2:52][CH2:53][CH2:54][O:34][C:35]1[CH:47]=[CH:46][C:38]([C:39]([C:41]2[CH:45]=[CH:44][O:43][N:42]=2)=[O:40])=[CH:37][CH:36]=1. (2) Given the reactants [CH2:1]([O:8][C:9]1[CH:22]=[CH:21][C:12]([O:13][C:14]2[CH:19]=[CH:18][N:17]=[C:16](Cl)[N:15]=2)=[CH:11][CH:10]=1)[C:2]1[CH:7]=[CH:6][CH:5]=[CH:4][CH:3]=1.[CH3:23][NH2:24], predict the reaction product. The product is: [CH2:1]([O:8][C:9]1[CH:22]=[CH:21][C:12]([O:13][C:14]2[CH:19]=[CH:18][N:17]=[C:16]([NH:24][CH3:23])[N:15]=2)=[CH:11][CH:10]=1)[C:2]1[CH:7]=[CH:6][CH:5]=[CH:4][CH:3]=1. (3) Given the reactants [SH:1][C:2]1[CH:7]=[CH:6][C:5]([B:8]([OH:10])[OH:9])=[CH:4][CH:3]=1.[O:11]1[CH:16]=[CH:15][CH2:14][CH2:13][CH2:12]1.C1(C)C=CC(S([O-])(=O)=O)=CC=1.[NH+]1C=CC=CC=1, predict the reaction product. The product is: [O:11]1[CH2:16][CH2:15][CH2:14][CH2:13][CH:12]1[S:1][C:2]1[CH:7]=[CH:6][C:5]([B:8]([OH:10])[OH:9])=[CH:4][CH:3]=1. (4) Given the reactants Cl[C:2]1[C:11]2=[N:12][N:13](CC3C=CC(OC)=CC=3)[CH:14]=[C:10]2[C:9]2[CH:8]=[C:7]([O:24][CH3:25])[CH:6]=[CH:5][C:4]=2[N:3]=1.[NH2:26][C:27]1[CH:36]=[CH:35][C:30]2[NH:31][C:32](=[O:34])[NH:33][C:29]=2[CH:28]=1.Cl, predict the reaction product. The product is: [CH3:25][O:24][C:7]1[CH:6]=[CH:5][C:4]2[N:3]=[C:2]([NH:26][C:27]3[CH:36]=[CH:35][C:30]4[NH:31][C:32](=[O:34])[NH:33][C:29]=4[CH:28]=3)[C:11]3=[N:12][NH:13][CH:14]=[C:10]3[C:9]=2[CH:8]=1.